This data is from Full USPTO retrosynthesis dataset with 1.9M reactions from patents (1976-2016). The task is: Predict the reactants needed to synthesize the given product. (1) The reactants are: [OH:1][CH2:2][CH:3]([N:6]1[CH2:12][CH2:11][C:10]2[CH:13]=[CH:14][C:15]([C:17]3[N:21]=[C:20]([C:22]4[CH:23]=[C:24]([C:32]#[N:33])[C:25]([NH:28][CH2:29][CH2:30][CH3:31])=[N:26][CH:27]=4)[O:19][N:18]=3)=[CH:16][C:9]=2[CH2:8][CH2:7]1)[CH2:4][OH:5].[ClH:34].C(OCC)C. Given the product [ClH:34].[ClH:34].[OH:5][CH2:4][CH:3]([N:6]1[CH2:12][CH2:11][C:10]2[CH:13]=[CH:14][C:15]([C:17]3[N:21]=[C:20]([C:22]4[CH:23]=[C:24]([C:32]#[N:33])[C:25]([NH:28][CH2:29][CH2:30][CH3:31])=[N:26][CH:27]=4)[O:19][N:18]=3)=[CH:16][C:9]=2[CH2:8][CH2:7]1)[CH2:2][OH:1], predict the reactants needed to synthesize it. (2) The reactants are: [OH-].[Na+].OO.[F:5][C:6]1[CH:11]=[CH:10][C:9]([C:12]2[N:13]=[C:14]([CH:52]([CH3:54])[CH3:53])[N:15]([CH2:30][CH2:31][C@H:32]3[O:37]B(C4C=CC=CC=4)[O:35][C@@H:34]([CH2:44][C:45]([O:47]C(C)(C)C)=[O:46])[CH2:33]3)[C:16]=2[C:17]2[CH:22]=[CH:21][N:20]=[C:19]([NH:23][C:24]3[CH:29]=[CH:28][CH:27]=[CH:26][CH:25]=3)[N:18]=2)=[CH:8][CH:7]=1. Given the product [F:5][C:6]1[CH:7]=[CH:8][C:9]([C:12]2[N:13]=[C:14]([CH:52]([CH3:54])[CH3:53])[N:15]([CH2:30][CH2:31][C@@H:32]([OH:37])[CH2:33][C@@H:34]([OH:35])[CH2:44][C:45]([OH:47])=[O:46])[C:16]=2[C:17]2[CH:22]=[CH:21][N:20]=[C:19]([NH:23][C:24]3[CH:29]=[CH:28][CH:27]=[CH:26][CH:25]=3)[N:18]=2)=[CH:10][CH:11]=1, predict the reactants needed to synthesize it. (3) The reactants are: [F:1][C:2]1[CH:7]=[C:6]([O:8][C:9]([F:12])([F:11])[F:10])[CH:5]=[CH:4][C:3]=1[C@@H:13]([NH:15][S@](C(C)(C)C)=O)[CH3:14].[ClH:22]. Given the product [F:1][C:2]1[CH:7]=[C:6]([O:8][C:9]([F:11])([F:12])[F:10])[CH:5]=[CH:4][C:3]=1[C@@H:13]([NH2:15])[CH3:14].[ClH:22], predict the reactants needed to synthesize it.